Dataset: Blood-brain barrier permeability classification from the B3DB database. Task: Regression/Classification. Given a drug SMILES string, predict its absorption, distribution, metabolism, or excretion properties. Task type varies by dataset: regression for continuous measurements (e.g., permeability, clearance, half-life) or binary classification for categorical outcomes (e.g., BBB penetration, CYP inhibition). Dataset: b3db_classification. (1) The drug is CC(=O)c1ccc2c(c1)N(CCCN1CCC(CCO)CC1)c1ccccc1S2. The result is 1 (penetrates BBB). (2) The compound is Cc1cn([C@H]2C[C@H](F)[C@@H](CO)O2)c(=O)[nH]c1=O. The result is 1 (penetrates BBB). (3) The drug is [Ar]. The result is 1 (penetrates BBB). (4) The molecule is N[C@H]1CONC1=O. The result is 1 (penetrates BBB). (5) The molecule is C#CCC1(OC(N)=O)CCCCC1. The result is 1 (penetrates BBB). (6) The molecule is CO/N=C(/C#N)[C@H]1CN2CCC1CC2. The result is 1 (penetrates BBB). (7) The compound is O=C1CC=C2CCC(=O)N12. The result is 1 (penetrates BBB). (8) The drug is COc1cccc(C2(O)CCCCC2CN(C)C)c1. The result is 1 (penetrates BBB). (9) The drug is C#CC(OC(N)=O)c1ccccc1. The result is 1 (penetrates BBB).